Task: Binary Classification. Given a T-cell receptor sequence (or CDR3 region) and an epitope sequence, predict whether binding occurs between them.. Dataset: TCR-epitope binding with 47,182 pairs between 192 epitopes and 23,139 TCRs (1) The epitope is GPGHKARVL. The TCR CDR3 sequence is CASSPTGDGEQFF. Result: 0 (the TCR does not bind to the epitope). (2) The epitope is TPINLVRDL. The TCR CDR3 sequence is CASSGTGPAYNEQFF. Result: 0 (the TCR does not bind to the epitope). (3) The epitope is SQASSRSSSR. The TCR CDR3 sequence is CASSPQGGTYNEQFF. Result: 0 (the TCR does not bind to the epitope). (4) The epitope is KLPDDFTGCV. The TCR CDR3 sequence is CASTPGLPDYGYTF. Result: 1 (the TCR binds to the epitope).